Dataset: Catalyst prediction with 721,799 reactions and 888 catalyst types from USPTO. Task: Predict which catalyst facilitates the given reaction. (1) Reactant: C([O-])([O-])=O.[Na+].[Na+].Cl.[NH2:8][CH:9]([C:13]1[CH:18]=[CH:17][C:16]([OH:19])=[CH:15][C:14]=1[F:20])[C:10]([OH:12])=[O:11].[C:32]([O:31][C:29](O[C:29]([O:31][C:32]([CH3:35])(C)C)=[O:30])=[O:30])(C)(C)[CH3:35].Cl.O1CCO[CH2:39][CH2:38]1. Product: [CH2:32]([O:31][C:29]([NH:8][CH:9]([C:13]1[CH:18]=[CH:17][C:16]([OH:19])=[CH:15][C:14]=1[F:20])[C:10]([OH:12])=[O:11])=[O:30])[CH2:35][CH2:38][CH3:39]. The catalyst class is: 238. (2) Reactant: [I:1]N1C(=O)CCC1=O.[O:9]1[CH:13]=[CH:12][CH2:11][CH2:10]1.[CH2:14]([OH:17])[C:15]#[CH:16].O. Product: [CH2:14]([O:17][C@H:13]1[C@H:12]([I:1])[CH2:11][CH2:10][O:9]1)[C:15]#[CH:16]. The catalyst class is: 2. (3) Reactant: [C:1]([C:3]1[C:8]([OH:9])=[CH:7][CH:6]=[CH:5][N:4]=1)#[CH:2]. Product: [CH2:1]([C:3]1[C:8]([OH:9])=[CH:7][CH:6]=[CH:5][N:4]=1)[CH3:2]. The catalyst class is: 14. (4) Reactant: [OH-].[K+].[Cl:3][C:4]1[CH:9]=[CH:8][C:7]([C:10]2[N:15]=[C:14]([C:16]([O:18]CC)=[O:17])[CH:13]=[CH:12][C:11]=2[C:21]2[C:26]([O:27][CH3:28])=[CH:25][CH:24]=[CH:23][C:22]=2[O:29][CH3:30])=[CH:6][C:5]=1[O:31][CH2:32][CH2:33][CH2:34][N:35]([CH3:37])[CH3:36].Cl. Product: [Cl:3][C:4]1[CH:9]=[CH:8][C:7]([C:10]2[N:15]=[C:14]([C:16]([OH:18])=[O:17])[CH:13]=[CH:12][C:11]=2[C:21]2[C:26]([O:27][CH3:28])=[CH:25][CH:24]=[CH:23][C:22]=2[O:29][CH3:30])=[CH:6][C:5]=1[O:31][CH2:32][CH2:33][CH2:34][N:35]([CH3:37])[CH3:36]. The catalyst class is: 14. (5) Reactant: S([O-])(O[CH2:5][CH2:6]CCCCCCCCCC)(=O)=O.[Na+].[C:19]([OH:31])(=[O:30])[CH2:20][C:21]([CH2:26][C:27]([OH:29])=[O:28])([C:23]([OH:25])=[O:24])[OH:22]. Product: [C:19]([OH:31])(=[O:30])[CH2:20][C:21]([CH2:26][C:27]([OH:29])=[O:28])([C:23]([OH:25])=[O:24])[OH:22].[C:23]([O:25][CH2:5][CH3:6])(=[O:24])[CH:21]([CH3:26])[OH:22]. The catalyst class is: 6. (6) Reactant: C([O:3][C:4](=[O:17])[CH2:5][CH:6]1[C:14]2[C:9](=[CH:10][C:11]([O:15][CH3:16])=[CH:12][CH:13]=2)[CH2:8][CH2:7]1)C.[OH-].[Na+]. Product: [CH3:16][O:15][C:11]1[CH:10]=[C:9]2[C:14](=[CH:13][CH:12]=1)[CH:6]([CH2:5][C:4]([OH:17])=[O:3])[CH2:7][CH2:8]2. The catalyst class is: 88. (7) Reactant: [C:1]([O:5][C@@H:6]([C:11]1[C:40]([CH3:41])=[CH:39][C:38]2=[N:42][C:35]3=[CH:36][N:37]2[C:12]=1[N:13]1[CH2:47][CH2:46][C:16]([CH3:48])([O:17][CH2:18][CH:19]=[CH:20][CH2:21][C@H:22]([CH3:45])[O:23][C:24]2[CH:25]=[C:26]([F:44])[CH:27]=[CH:28][C:29]=2[C:30]2[CH:43]=[C:34]3[CH:33]=[CH:32][CH:31]=2)[CH2:15][CH2:14]1)[C:7]([O:9][CH3:10])=[O:8])([CH3:4])([CH3:3])[CH3:2]. Product: [C:1]([O:5][C@@H:6]([C:11]1[C:40]([CH3:41])=[CH:39][C:38]2=[N:42][C:35]3=[CH:36][N:37]2[C:12]=1[N:13]1[CH2:47][CH2:46][C:16]([CH3:48])([O:17][CH2:18][CH2:19][CH2:20][CH2:21][C@H:22]([CH3:45])[O:23][C:24]2[CH:25]=[C:26]([F:44])[CH:27]=[CH:28][C:29]=2[C:30]2[CH:43]=[C:34]3[CH:33]=[CH:32][CH:31]=2)[CH2:15][CH2:14]1)[C:7]([O:9][CH3:10])=[O:8])([CH3:4])([CH3:2])[CH3:3]. The catalyst class is: 19. (8) Reactant: [H-].[Na+].[Cl:3][C:4]1[CH:9]=[CH:8][C:7]([SH:10])=[CH:6][CH:5]=1.Br[C:12]1[S:16][C:15]([CH:17]=[O:18])=[CH:14][CH:13]=1. Product: [Cl:3][C:4]1[CH:9]=[CH:8][C:7]([S:10][C:12]2[S:16][C:15]([CH:17]=[O:18])=[CH:14][CH:13]=2)=[CH:6][CH:5]=1. The catalyst class is: 1. (9) Reactant: [C:1]([C:3]1[CH:8]=[CH:7][C:6]([C@@H:9]2[O:14][CH2:13][C@@H:12]3[CH2:15][N:16](C(OC(C)(C)C)=O)[CH2:17][CH2:18][N:11]3[CH2:10]2)=[CH:5][C:4]=1[O:26][CH3:27])#[N:2].[ClH:28]. Product: [ClH:28].[CH3:27][O:26][C:4]1[CH:5]=[C:6]([C@@H:9]2[O:14][CH2:13][C@@H:12]3[CH2:15][NH:16][CH2:17][CH2:18][N:11]3[CH2:10]2)[CH:7]=[CH:8][C:3]=1[C:1]#[N:2]. The catalyst class is: 12. (10) Reactant: [Cl:1][C:2]1[CH:3]=[C:4]2[C:13](=[CH:14][N:15]=1)[C:12]1[N:8]([CH:9]=[C:10]([C:16]([NH2:18])=[O:17])[N:11]=1)[CH2:7][CH2:6][O:5]2.[CH3:19][N:20]([CH:22](OC)OC)[CH3:21]. Product: [Cl:1][C:2]1[CH:3]=[C:4]2[C:13](=[CH:14][N:15]=1)[C:12]1[N:8]([CH:9]=[C:10]([C:16](/[N:18]=[CH:19]/[N:20]([CH3:22])[CH3:21])=[O:17])[N:11]=1)[CH2:7][CH2:6][O:5]2. The catalyst class is: 12.